From a dataset of Forward reaction prediction with 1.9M reactions from USPTO patents (1976-2016). Predict the product of the given reaction. Given the reactants [NH2:1][C:2]1[CH:7]=[C:6]([Cl:8])[C:5]([N+:9]([O-:11])=[O:10])=[CH:4][C:3]=1[OH:12].[S:13]1[CH:17]=[CH:16][N:15]=[C:14]1[CH:18]=O.C, predict the reaction product. The product is: [Cl:8][C:6]1[C:5]([N+:9]([O-:11])=[O:10])=[CH:4][C:3]2[O:12][C:18]([C:14]3[S:13][CH:17]=[CH:16][N:15]=3)=[N:1][C:2]=2[CH:7]=1.